This data is from Full USPTO retrosynthesis dataset with 1.9M reactions from patents (1976-2016). The task is: Predict the reactants needed to synthesize the given product. (1) Given the product [CH3:11][N:12]([CH2:6][C:5]1[CH:4]=[C:3]([CH:10]=[CH:9][CH:8]=1)[C:1]#[N:2])[CH3:13], predict the reactants needed to synthesize it. The reactants are: [C:1]([C:3]1[CH:4]=[C:5]([CH:8]=[CH:9][CH:10]=1)[CH:6]=O)#[N:2].[CH3:11][NH:12][CH3:13].C(O[BH-](OC(=O)C)OC(=O)C)(=O)C.[Na+].C(=O)([O-])[O-].[K+].[K+]. (2) Given the product [OH:1][C:2]([CH3:27])([CH3:28])[C@H:3]([NH:5][C:6]([C:8]1[C:16]2[C:11](=[N:12][CH:13]=[C:14]([C:17]#[N:18])[N:15]=2)[NH:10][CH:9]=1)=[O:7])[CH3:4], predict the reactants needed to synthesize it. The reactants are: [OH:1][C:2]([CH3:28])([CH3:27])[C@H:3]([NH:5][C:6]([C:8]1[C:16]2[C:11](=[N:12][CH:13]=[C:14]([C:17]#[N:18])[N:15]=2)[N:10](COCC[Si](C)(C)C)[CH:9]=1)=[O:7])[CH3:4].OC(C)(C)[C@H](NC(C1C2C(=NC=C(C3C=NN(CC)C=3)N=2)N(COCC[Si](C)(C)C)C=1)=O)C. (3) The reactants are: [Br:1][C:2]1[CH:3]=[CH:4][C:5]([F:11])=[C:6]([CH:10]=1)[C:7]([OH:9])=O.[NH2:12][C:13]1[C:14]([CH3:24])=[C:15]([CH:20]=[CH:21][C:22]=1[CH3:23])[C:16]([O:18][CH3:19])=[O:17].C(N(CC)C(C)C)(C)C.CCCP1(OP(CCC)(=O)OP(CCC)(=O)O1)=O. Given the product [Br:1][C:2]1[CH:3]=[CH:4][C:5]([F:11])=[C:6]([CH:10]=1)[C:7]([NH:12][C:13]1[C:14]([CH3:24])=[C:15]([CH:20]=[CH:21][C:22]=1[CH3:23])[C:16]([O:18][CH3:19])=[O:17])=[O:9], predict the reactants needed to synthesize it. (4) Given the product [CH:1]1([C:5]2[C:14]([C:15]3[CH:19]=[N:18][NH:17][N:16]=3)=[CH:13][C:8]([C:9]([OH:11])=[O:10])=[C:7]([CH3:20])[CH:6]=2)[CH2:2][CH2:3][CH2:4]1, predict the reactants needed to synthesize it. The reactants are: [CH:1]1([C:5]2[C:14]([C:15]3[CH:19]=[N:18][NH:17][N:16]=3)=[CH:13][C:8]([C:9]([O:11]C)=[O:10])=[C:7]([CH3:20])[CH:6]=2)[CH2:4][CH2:3][CH2:2]1.